From a dataset of Full USPTO retrosynthesis dataset with 1.9M reactions from patents (1976-2016). Predict the reactants needed to synthesize the given product. Given the product [F:24][C:18]1[C:19]([OH:23])=[CH:20][CH:21]=[CH:22][C:17]=1[CH2:16][CH2:15][CH2:14][NH:13][C:9]1[N:8]=[C:7]([CH3:25])[C:6]([C:4]([OH:5])=[O:3])=[C:11]([CH3:12])[N:10]=1, predict the reactants needed to synthesize it. The reactants are: C([O:3][C:4]([C:6]1[C:7]([CH3:25])=[N:8][C:9]([NH:13][CH2:14][CH2:15][CH2:16][C:17]2[CH:22]=[CH:21][CH:20]=[C:19]([OH:23])[C:18]=2[F:24])=[N:10][C:11]=1[CH3:12])=[O:5])C.O.[OH-].[Li+].